This data is from Catalyst prediction with 721,799 reactions and 888 catalyst types from USPTO. The task is: Predict which catalyst facilitates the given reaction. Reactant: [CH3:1][O:2][C:3]([C:5]1[C:13]2[C:8](=[CH:9][C:10]([Br:14])=[CH:11][CH:12]=2)[NH:7][CH:6]=1)=[O:4].[C:15](=O)([O-])[O-].[K+].[K+].CI. Product: [CH3:1][O:2][C:3]([C:5]1[C:13]2[C:8](=[CH:9][C:10]([Br:14])=[CH:11][CH:12]=2)[N:7]([CH3:15])[CH:6]=1)=[O:4]. The catalyst class is: 10.